Dataset: Full USPTO retrosynthesis dataset with 1.9M reactions from patents (1976-2016). Task: Predict the reactants needed to synthesize the given product. (1) The reactants are: Cl.Cl.[N:3]1([CH2:9][CH2:10][CH2:11][O:12][C:13]2[CH:14]=[CH:15][CH:16]=[C:17]3[C:22]=2[CH2:21][NH:20][CH2:19][CH2:18]3)[CH2:8][CH2:7][CH2:6][CH2:5][CH2:4]1.CCN(CC)CC.[S:30]1[CH:34]=[CH:33][CH:32]=[C:31]1[C:35](Cl)=[O:36]. Given the product [N:3]1([CH2:9][CH2:10][CH2:11][O:12][C:13]2[CH:14]=[CH:15][CH:16]=[C:17]3[C:22]=2[CH2:21][N:20]([C:35]([C:31]2[S:30][CH:34]=[CH:33][CH:32]=2)=[O:36])[CH2:19][CH2:18]3)[CH2:8][CH2:7][CH2:6][CH2:5][CH2:4]1, predict the reactants needed to synthesize it. (2) The reactants are: N[C:2]1[CH:3]=[C:4]([NH:17][C:18](=[O:20])[CH3:19])[CH:5]=[CH:6][C:7]=1[C:8]([CH3:16])([CH3:15])[CH2:9][O:10][CH2:11][CH2:12][O:13][CH3:14].N([O-])=[O:22].[Na+]. Given the product [OH:22][C:2]1[CH:3]=[C:4]([NH:17][C:18](=[O:20])[CH3:19])[CH:5]=[CH:6][C:7]=1[C:8]([CH3:16])([CH3:15])[CH2:9][O:10][CH2:11][CH2:12][O:13][CH3:14], predict the reactants needed to synthesize it. (3) Given the product [CH3:26][N:27]1[CH2:32][CH2:31][N:30]([C:2]2[N:7]3[CH:8]=[C:9]([CH2:11][N:12]4[C@@H:25]5[C@@H:16]([CH2:17][CH2:18][C:19]6[C:24]5=[N:23][CH:22]=[CH:21][CH:20]=6)[CH2:15][CH2:14][CH2:13]4)[N:10]=[C:6]3[CH:5]=[CH:4][CH:3]=2)[CH2:29][CH2:28]1, predict the reactants needed to synthesize it. The reactants are: F[C:2]1[N:7]2[CH:8]=[C:9]([CH2:11][N:12]3[C@@H:25]4[C@@H:16]([CH2:17][CH2:18][C:19]5[C:24]4=[N:23][CH:22]=[CH:21][CH:20]=5)[CH2:15][CH2:14][CH2:13]3)[N:10]=[C:6]2[CH:5]=[CH:4][CH:3]=1.[CH3:26][N:27]1[CH2:32][CH2:31][NH:30][CH2:29][CH2:28]1. (4) Given the product [NH2:8][C:7]1[C:2]([C:20]#[C:19]/[CH:18]=[CH:17]/[CH2:16][OH:21])=[N:3][CH:4]=[N:5][C:6]=1[O:9][C:10]1[CH:15]=[CH:14][CH:13]=[CH:12][CH:11]=1, predict the reactants needed to synthesize it. The reactants are: I[C:2]1[C:7]([NH2:8])=[C:6]([O:9][C:10]2[CH:15]=[CH:14][CH:13]=[CH:12][CH:11]=2)[N:5]=[CH:4][N:3]=1.[CH2:16]([OH:21])[CH:17]=[CH:18][C:19]#[CH:20]. (5) Given the product [F:21][C:20]1[CH:19]=[CH:18][CH:17]=[C:16]([F:22])[C:15]=1[C:13]1[O:14][C:10]([C:7]2[CH:6]=[CH:5][C:4]([CH2:3][NH:2][S:40]([C:37]3[CH:38]=[CH:39][C:34]([F:33])=[CH:35][CH:36]=3)(=[O:42])=[O:41])=[CH:9][CH:8]=2)=[C:11]([C:23]([NH2:25])=[O:24])[N:12]=1, predict the reactants needed to synthesize it. The reactants are: Cl.[NH2:2][CH2:3][C:4]1[CH:9]=[CH:8][C:7]([C:10]2[O:14][C:13]([C:15]3[C:20]([F:21])=[CH:19][CH:18]=[CH:17][C:16]=3[F:22])=[N:12][C:11]=2[C:23]([NH2:25])=[O:24])=[CH:6][CH:5]=1.C(N(CC)CC)C.[F:33][C:34]1[CH:39]=[CH:38][C:37]([S:40](Cl)(=[O:42])=[O:41])=[CH:36][CH:35]=1. (6) Given the product [OH:26][C:27]1[CH:34]=[CH:33][C:30]([CH2:31][NH:32][C:2]2[N:10]=[CH:9][N:8]=[C:7]3[C:3]=2[N:4]=[CH:5][N:6]3[CH:11]2[CH2:15][CH2:14][CH2:13][O:12]2)=[CH:29][CH:28]=1, predict the reactants needed to synthesize it. The reactants are: Cl[C:2]1[N:10]=[CH:9][N:8]=[C:7]2[C:3]=1[N:4]=[CH:5][N:6]2[CH:11]1[CH2:15][CH2:14][CH2:13][O:12]1.ClC1N=CN=C2C=1NC=N2.[OH:26][C:27]1[CH:34]=[CH:33][C:30]([CH2:31][NH2:32])=[CH:29][CH:28]=1.C(N(C(C)C)C(C)C)C. (7) Given the product [ClH:1].[ClH:1].[NH2:8][C@H:9]1[CH2:15][S:14][C:13]2[C:16]([NH2:20])=[CH:17][CH:18]=[CH:19][C:12]=2[NH:11][C:10]1=[O:21], predict the reactants needed to synthesize it. The reactants are: [ClH:1].C(OC(=O)[NH:8][C@H:9]1[CH2:15][S:14][C:13]2[C:16]([NH2:20])=[CH:17][CH:18]=[CH:19][C:12]=2[NH:11][C:10]1=[O:21])(C)(C)C. (8) Given the product [CH3:19][O:20][C:3]1[CH:8]=[CH:7][C:6]([C:9]2[N:10]=[C:11]([NH2:14])[S:12][CH:13]=2)=[CH:5][CH:4]=1, predict the reactants needed to synthesize it. The reactants are: FC(F)(F)[C:3]1[CH:8]=[CH:7][C:6]([C:9]2[N:10]=[C:11]([NH2:14])[S:12][CH:13]=2)=[CH:5][CH:4]=1.BrC[C:19](C1C=CC(C(F)(F)F)=CC=1)=[O:20]. (9) Given the product [CH3:1][N:2]1[CH:6]=[CH:5][N:4]([CH2:34][CH:16]([N:17]2[C:18](=[O:27])[C:19]3=[CH:26][CH:25]=[CH:24][CH:23]=[C:20]3[C:21]2=[O:22])[CH2:15][CH2:28][CH2:29][CH3:30])[C:3]1=[C:7]1[N:8]=[CH:9][CH:10]=[N:11]1, predict the reactants needed to synthesize it. The reactants are: [CH3:1][N:2]1[CH2:6][CH:5]=[N:4][C:3]1=[C:7]1[N:11]=[CH:10][CH:9]=[N:8]1.[H-].[Na+].Br[CH:15]([CH2:28][CH2:29][CH2:30]C)[CH2:16][N:17]1[C:21](=[O:22])[C:20]2=[CH:23][CH:24]=[CH:25][CH:26]=[C:19]2[C:18]1=[O:27].[I-].[Na+].[CH3:34]N(C=O)C.